This data is from Peptide-MHC class I binding affinity with 185,985 pairs from IEDB/IMGT. The task is: Regression. Given a peptide amino acid sequence and an MHC pseudo amino acid sequence, predict their binding affinity value. This is MHC class I binding data. (1) The peptide sequence is ILNRKAIDF. The MHC is HLA-A26:01 with pseudo-sequence HLA-A26:01. The binding affinity (normalized) is 0.0847. (2) The peptide sequence is ISDSNPYLTQW. The binding affinity (normalized) is 0. The MHC is HLA-B35:03 with pseudo-sequence HLA-B35:03. (3) The peptide sequence is SQIFNIISYI. The MHC is HLA-A02:03 with pseudo-sequence HLA-A02:03. The binding affinity (normalized) is 0.520. (4) The peptide sequence is GLTADARLL. The MHC is HLA-A02:02 with pseudo-sequence HLA-A02:02. The binding affinity (normalized) is 0.540. (5) The peptide sequence is FPYSTFPII. The MHC is HLA-B57:01 with pseudo-sequence HLA-B57:01. The binding affinity (normalized) is 0.109. (6) The peptide sequence is KTMVAFIRK. The MHC is HLA-B58:01 with pseudo-sequence HLA-B58:01. The binding affinity (normalized) is 0.0862. (7) The peptide sequence is QKEEAAICGQMDLS. The MHC is HLA-A02:03 with pseudo-sequence HLA-A02:03. The binding affinity (normalized) is 0. (8) The peptide sequence is MLLHVGIPL. The MHC is HLA-A02:01 with pseudo-sequence HLA-A02:01. The binding affinity (normalized) is 0.970.